Dataset: Full USPTO retrosynthesis dataset with 1.9M reactions from patents (1976-2016). Task: Predict the reactants needed to synthesize the given product. (1) Given the product [F:29][C:21]1[CH:20]=[C:19]([CH2:18][N:11]([CH:12]([CH2:15][CH3:16])[CH2:13][CH3:14])[S:8]([C:5]2[CH:4]=[CH:3][C:2]([F:1])=[CH:7][CH:6]=2)(=[O:10])=[O:9])[CH:28]=[CH:27][C:22]=1[C:23]([O:25][CH3:26])=[O:24], predict the reactants needed to synthesize it. The reactants are: [F:1][C:2]1[CH:7]=[CH:6][C:5]([S:8]([NH:11][CH:12]([CH2:15][CH3:16])[CH2:13][CH3:14])(=[O:10])=[O:9])=[CH:4][CH:3]=1.Br[CH2:18][C:19]1[CH:28]=[CH:27][C:22]([C:23]([O:25][CH3:26])=[O:24])=[C:21]([F:29])[CH:20]=1.C([O-])([O-])=O.[K+].[K+]. (2) Given the product [Cl:8][C:6]1[CH:5]=[CH:4][C:3]2[NH:9][C:10]3[CH:18]=[CH:17][CH:16]=[CH:15][C:11]=3[C:12](=[O:13])[NH:1][C:2]=2[CH:7]=1, predict the reactants needed to synthesize it. The reactants are: [NH2:1][C:2]1[CH:7]=[C:6]([Cl:8])[CH:5]=[CH:4][C:3]=1[NH:9][C:10]1[CH:18]=[CH:17][CH:16]=[CH:15][C:11]=1[C:12](O)=[O:13]. (3) Given the product [CH2:13]([N:15]1[C:16]2[CH:24]=[C:23]([I:25])[CH:22]=[CH:21][C:17]=2[C:18](=[O:20])[O:19][C:2]1=[O:4])[CH3:14], predict the reactants needed to synthesize it. The reactants are: Cl[C:2](Cl)([O:4]C(=O)OC(Cl)(Cl)Cl)Cl.[CH2:13]([NH:15][C:16]1[CH:24]=[C:23]([I:25])[CH:22]=[CH:21][C:17]=1[C:18]([OH:20])=[O:19])[CH3:14]. (4) Given the product [OH:35][C@@:28]1([C:26]#[C:27][C:2]2[CH:3]=[C:4]([N:8]3[CH:16]4[CH:11]([CH2:12][N:13]([CH:17]5[CH2:18][O:19][CH2:20]5)[CH2:14][CH2:15]4)[C:10]([C:21]([O:23][CH2:24][CH3:25])=[O:22])=[N:9]3)[CH:5]=[CH:6][CH:7]=2)[CH2:32][CH2:31][N:30]([CH3:33])[C:29]1=[O:34], predict the reactants needed to synthesize it. The reactants are: Br[C:2]1[CH:3]=[C:4]([N:8]2[CH:16]3[CH:11]([CH2:12][N:13]([CH:17]4[CH2:20][O:19][CH2:18]4)[CH2:14][CH2:15]3)[C:10]([C:21]([O:23][CH2:24][CH3:25])=[O:22])=[N:9]2)[CH:5]=[CH:6][CH:7]=1.[C:26]([C@:28]1([OH:35])[CH2:32][CH2:31][N:30]([CH3:33])[C:29]1=[O:34])#[CH:27]. (5) The reactants are: Br[C:2]1[CH:7]=[CH:6][CH:5]=[C:4]([C:8]#[C:9][C:10]2[CH:15]=[CH:14][CH:13]=[CH:12][CH:11]=2)[CH:3]=1.[N:16]1[CH:21]=[CH:20][CH:19]=[C:18](B(O)O)[CH:17]=1.C(=O)([O-])[O-].[K+].[K+]. Given the product [C:10]1([C:9]#[C:8][C:4]2[CH:3]=[C:2]([C:18]3[CH:17]=[N:16][CH:21]=[CH:20][CH:19]=3)[CH:7]=[CH:6][CH:5]=2)[CH:11]=[CH:12][CH:13]=[CH:14][CH:15]=1, predict the reactants needed to synthesize it.